Dataset: Full USPTO retrosynthesis dataset with 1.9M reactions from patents (1976-2016). Task: Predict the reactants needed to synthesize the given product. Given the product [Cl:24][C:25]1[C:30]([C:31]([F:32])([F:34])[F:33])=[CH:29][CH:28]=[C:27]([Cl:35])[C:26]=1[NH:36][C:37](=[O:38])[N:22]([C:20]1[CH:21]=[C:16]([NH:15][C:12]2[CH:11]=[CH:10][C:9]([N:6]3[CH2:5][CH2:4][N:3]([CH2:1][CH3:2])[CH2:8][CH2:7]3)=[CH:14][CH:13]=2)[N:17]=[CH:18][N:19]=1)[CH3:23], predict the reactants needed to synthesize it. The reactants are: [CH2:1]([N:3]1[CH2:8][CH2:7][N:6]([C:9]2[CH:14]=[CH:13][C:12]([NH:15][C:16]3[CH:21]=[C:20]([NH:22][CH3:23])[N:19]=[CH:18][N:17]=3)=[CH:11][CH:10]=2)[CH2:5][CH2:4]1)[CH3:2].[Cl:24][C:25]1[C:30]([C:31]([F:34])([F:33])[F:32])=[CH:29][CH:28]=[C:27]([Cl:35])[C:26]=1[N:36]=[C:37]=[O:38].C([O-])(O)=O.[Na+].